From a dataset of NCI-60 drug combinations with 297,098 pairs across 59 cell lines. Regression. Given two drug SMILES strings and cell line genomic features, predict the synergy score measuring deviation from expected non-interaction effect. (1) Drug 1: C1CCC(C1)C(CC#N)N2C=C(C=N2)C3=C4C=CNC4=NC=N3. Drug 2: COC1=C(C=C2C(=C1)N=CN=C2NC3=CC(=C(C=C3)F)Cl)OCCCN4CCOCC4. Cell line: T-47D. Synergy scores: CSS=22.9, Synergy_ZIP=-3.08, Synergy_Bliss=7.65, Synergy_Loewe=-2.96, Synergy_HSA=2.94. (2) Drug 1: CCCS(=O)(=O)NC1=C(C(=C(C=C1)F)C(=O)C2=CNC3=C2C=C(C=N3)C4=CC=C(C=C4)Cl)F. Drug 2: CNC(=O)C1=NC=CC(=C1)OC2=CC=C(C=C2)NC(=O)NC3=CC(=C(C=C3)Cl)C(F)(F)F. Cell line: MCF7. Synergy scores: CSS=19.4, Synergy_ZIP=-3.85, Synergy_Bliss=-1.65, Synergy_Loewe=-17.1, Synergy_HSA=-2.68. (3) Drug 1: C1=NNC2=C1C(=O)NC=N2. Synergy scores: CSS=1.84, Synergy_ZIP=1.56, Synergy_Bliss=4.57, Synergy_Loewe=-0.620, Synergy_HSA=0.215. Drug 2: C(CN)CNCCSP(=O)(O)O. Cell line: HOP-62. (4) Drug 1: CN(CC1=CN=C2C(=N1)C(=NC(=N2)N)N)C3=CC=C(C=C3)C(=O)NC(CCC(=O)O)C(=O)O. Drug 2: C1=NC2=C(N1)C(=S)N=CN2. Cell line: OVCAR-5. Synergy scores: CSS=49.8, Synergy_ZIP=-8.35, Synergy_Bliss=-5.60, Synergy_Loewe=-15.7, Synergy_HSA=-2.05. (5) Drug 1: C1C(C(OC1N2C=NC3=C(N=C(N=C32)Cl)N)CO)O. Drug 2: C1C(C(OC1N2C=NC(=NC2=O)N)CO)O. Cell line: CAKI-1. Synergy scores: CSS=18.8, Synergy_ZIP=-3.96, Synergy_Bliss=-0.389, Synergy_Loewe=-11.3, Synergy_HSA=-4.79.